From a dataset of Peptide-MHC class II binding affinity with 134,281 pairs from IEDB. Regression. Given a peptide amino acid sequence and an MHC pseudo amino acid sequence, predict their binding affinity value. This is MHC class II binding data. (1) The peptide sequence is EKKYFAATQFEPLDA. The MHC is HLA-DPA10201-DPB11401 with pseudo-sequence HLA-DPA10201-DPB11401. The binding affinity (normalized) is 0.718. (2) The peptide sequence is WAQDLTLPWQSGSGG. The MHC is DRB1_0404 with pseudo-sequence DRB1_0404. The binding affinity (normalized) is 0.151. (3) The peptide sequence is LQLQPFPQPQLPYPQPQLPY. The MHC is HLA-DQA10501-DQB10201 with pseudo-sequence HLA-DQA10501-DQB10201. The binding affinity (normalized) is 0.295. (4) The peptide sequence is APATPAAAGAEAGKA. The MHC is HLA-DQA10104-DQB10503 with pseudo-sequence HLA-DQA10104-DQB10503. The binding affinity (normalized) is 0.0501. (5) The peptide sequence is SINYRTEIDKPCQHH. The MHC is DRB1_1101 with pseudo-sequence DRB1_1101. The binding affinity (normalized) is 0.390.